This data is from Full USPTO retrosynthesis dataset with 1.9M reactions from patents (1976-2016). The task is: Predict the reactants needed to synthesize the given product. Given the product [CH2:13]([N:12]1[C:11]2[CH:15]=[CH:16][CH:17]=[CH:18][C:10]=2[N:9]=[C:8]1[C:5]1[C:4]([NH2:20])=[N:2][NH:7][CH:6]=1)[CH3:14], predict the reactants needed to synthesize it. The reactants are: C[N:2]([CH:4]=[C:5]([C:8]1[N:12]([CH2:13][CH3:14])[C:11]2[CH:15]=[CH:16][CH:17]=[CH:18][C:10]=2[N:9]=1)[C:6]#[N:7])C.O.[NH2:20]N.